Dataset: Forward reaction prediction with 1.9M reactions from USPTO patents (1976-2016). Task: Predict the product of the given reaction. (1) Given the reactants C[O:2][C:3]([C:5]1[CH:6]=[C:7]2[C:12](=[CH:13][CH:14]=1)[NH:11][CH:10]([C:15]1[CH:20]=[C:19]([Br:21])[CH:18]=[CH:17][C:16]=1[Cl:22])[CH2:9][C:8]2([CH3:24])[CH3:23])=[O:4].[OH-].[Na+].Cl, predict the reaction product. The product is: [Br:21][C:19]1[CH:18]=[CH:17][C:16]([Cl:22])=[C:15]([CH:10]2[CH2:9][C:8]([CH3:24])([CH3:23])[C:7]3[C:12](=[CH:13][CH:14]=[C:5]([C:3]([OH:4])=[O:2])[CH:6]=3)[NH:11]2)[CH:20]=1. (2) Given the reactants CCN(CC)CC.Cl.[NH2:9][CH2:10][C:11]([C:13]1[CH:18]=[CH:17][C:16]([N+:19]([O-:21])=[O:20])=[CH:15][CH:14]=1)=[O:12].[CH2:22]([O:24][C:25](=[O:29])[C:26](Cl)=[O:27])[CH3:23], predict the reaction product. The product is: [N+:19]([C:16]1[CH:15]=[CH:14][C:13]([C:11](=[O:12])[CH2:10][NH:9][C:26](=[O:27])[C:25]([O:24][CH2:22][CH3:23])=[O:29])=[CH:18][CH:17]=1)([O-:21])=[O:20]. (3) The product is: [NH2:1][C:2]1[C:11]([CH2:38][CH2:39][O:40][CH2:41][CH3:42])=[CH:10][C:5]([C:6]([O:8][CH3:9])=[O:7])=[C:4]([Cl:12])[C:3]=1[I:13]. Given the reactants [NH2:1][C:2]1[CH:11]=[CH:10][C:5]([C:6]([O:8][CH3:9])=[O:7])=[C:4]([Cl:12])[C:3]=1[I:13].NC1C(I)=CC(C(OC)=O)=C(Cl)C=1.NC1C([CH2:38][CH2:39][O:40][CH2:41][CH3:42])=CC(C(OC)=O)=C(Cl)C=1, predict the reaction product. (4) Given the reactants [C:1]1([OH:11])[C:10]2[C:5](=[CH:6][CH:7]=[CH:8][CH:9]=2)[CH:4]=[CH:3][CH:2]=1.[CH2:12]([CH:14]1[O:16][CH2:15]1)Cl, predict the reaction product. The product is: [C:1]1([O:11][CH2:12][CH:14]2[CH2:15][O:16]2)[C:10]2[C:5](=[CH:6][CH:7]=[CH:8][CH:9]=2)[CH:4]=[CH:3][CH:2]=1.